From a dataset of Full USPTO retrosynthesis dataset with 1.9M reactions from patents (1976-2016). Predict the reactants needed to synthesize the given product. (1) Given the product [CH3:9][N:8]([CH3:10])[C:3]1([CH:2]([C:11]2[CH:12]=[CH:13][CH:14]=[CH:15][CH:16]=2)[NH:1][C:28]([C:27]2[C:19]([O:18][CH3:17])=[CH:20][CH:21]=[C:22]3[O:26][CH:25]=[CH:24][C:23]=23)=[O:29])[CH2:7][CH2:6][CH2:5][CH2:4]1, predict the reactants needed to synthesize it. The reactants are: [NH2:1][CH:2]([C:11]1[CH:16]=[CH:15][CH:14]=[CH:13][CH:12]=1)[C:3]1([N:8]([CH3:10])[CH3:9])[CH2:7][CH2:6][CH2:5][CH2:4]1.[CH3:17][O:18][C:19]1[C:27]([C:28](O)=[O:29])=[C:23]2[CH:24]=[CH:25][O:26][C:22]2=[CH:21][CH:20]=1.C1C=CC2N(O)N=NC=2C=1.C1CCC(N=C=NC2CCCCC2)CC1. (2) Given the product [F:34][C:35]([F:40])([F:39])[C:36]([OH:38])=[O:37].[NH2:17][C@H:12]1[CH2:13][CH2:14][CH2:15][CH2:16][C@H:11]1[NH:10][C:7]1[N:8]=[N:9][C:4]([C:1]([NH2:2])=[O:3])=[C:5]([NH:25][C:26]2[CH:31]=[C:30]([CH3:32])[CH:29]=[C:28]([CH3:33])[N:27]=2)[CH:6]=1, predict the reactants needed to synthesize it. The reactants are: [C:1]([C:4]1[N:9]=[N:8][C:7]([NH:10][C@@H:11]2[CH2:16][CH2:15][CH2:14][CH2:13][C@@H:12]2[NH:17]C(=O)OC(C)(C)C)=[CH:6][C:5]=1[NH:25][C:26]1[CH:31]=[C:30]([CH3:32])[CH:29]=[C:28]([CH3:33])[N:27]=1)(=[O:3])[NH2:2].[F:34][C:35]([F:40])([F:39])[C:36]([OH:38])=[O:37]. (3) Given the product [F:20][C:17]1[CH:18]=[CH:19][C:14]([C:12]2[C:3]3[C:2](=[C:7]([C:8]([F:11])([F:10])[F:9])[CH:6]=[CH:5][CH:4]=3)[NH:23][N:22]=2)=[CH:15][CH:16]=1, predict the reactants needed to synthesize it. The reactants are: F[C:2]1[C:7]([C:8]([F:11])([F:10])[F:9])=[CH:6][CH:5]=[CH:4][C:3]=1[C:12]([C:14]1[CH:19]=[CH:18][C:17]([F:20])=[CH:16][CH:15]=1)=O.O.[NH2:22][NH2:23].CCOC(C)=O.Cl. (4) Given the product [CH2:32]([N:36]1[CH2:54][CH2:53][C:39]2([CH2:43][N:42]([CH2:44][C:45]3[CH:46]=[CH:47][C:48]([CH2:49][NH:15][CH2:14][CH:13]([CH2:16][C:17]4[N:18]([CH2:22][O:23][CH2:24][CH2:25][Si:26]([CH3:28])([CH3:27])[CH3:29])[CH:19]=[CH:20][N:21]=4)[CH2:12][C:8]4[N:7]([CH2:6][O:5][CH2:4][CH2:3][Si:2]([CH3:1])([CH3:30])[CH3:31])[CH:11]=[CH:10][N:9]=4)=[CH:51][CH:52]=3)[CH2:41][CH2:40]2)[CH2:38][CH2:37]1)[CH:33]([CH3:35])[CH3:34], predict the reactants needed to synthesize it. The reactants are: [CH3:1][Si:2]([CH3:31])([CH3:30])[CH2:3][CH2:4][O:5][CH2:6][N:7]1[CH:11]=[CH:10][N:9]=[C:8]1[CH2:12][CH:13]([CH2:16][C:17]1[N:18]([CH2:22][O:23][CH2:24][CH2:25][Si:26]([CH3:29])([CH3:28])[CH3:27])[CH:19]=[CH:20][N:21]=1)[CH2:14][NH2:15].[CH2:32]([N:36]1[CH2:54][CH2:53][C:39]2([CH2:43][N:42]([CH2:44][C:45]3[CH:52]=[CH:51][C:48]([CH:49]=O)=[CH:47][CH:46]=3)[CH2:41][CH2:40]2)[CH2:38][CH2:37]1)[CH:33]([CH3:35])[CH3:34]. (5) Given the product [CH2:6]([CH:14]([CH2:17][CH2:18][CH2:19][CH2:20][CH2:21][CH2:22][CH2:23][CH2:24][CH2:25][CH3:26])[CH2:15][C:27]([O:28][CH3:29])=[O:30])[CH2:7][CH2:8][CH2:9][CH2:10][CH2:11][CH2:12][CH3:13], predict the reactants needed to synthesize it. The reactants are: [Mg].BrC(Br)C.[CH2:6]([CH:14]([CH2:17][CH2:18][CH2:19][CH2:20][CH2:21][CH2:22][CH2:23][CH2:24][CH2:25][CH3:26])[CH2:15]Br)[CH2:7][CH2:8][CH2:9][CH2:10][CH2:11][CH2:12][CH3:13].[C:27](=O)([O:30]C)[O:28][CH3:29].